From a dataset of Forward reaction prediction with 1.9M reactions from USPTO patents (1976-2016). Predict the product of the given reaction. (1) Given the reactants [C:9](O[C:9]([O:11][C:12]([CH3:15])([CH3:14])[CH3:13])=[O:10])([O:11][C:12]([CH3:15])([CH3:14])[CH3:13])=[O:10].[NH2:16][C:17]1[CH:27]=[CH:26][C:20]([C:21]([O:23][CH2:24][CH3:25])=[O:22])=[CH:19][N:18]=1, predict the reaction product. The product is: [CH2:24]([O:23][C:21](=[O:22])[C:20]1[CH:26]=[CH:27][C:17]([NH:16][C:9]([O:11][C:12]([CH3:13])([CH3:14])[CH3:15])=[O:10])=[N:18][CH:19]=1)[CH3:25]. (2) Given the reactants [CH:1]1([NH:4][C:5]2[N:10]=[C:9]([C:11]3[CH:12]=[N:13][N:14]4[C:19]=3[CH:18]=[CH:17][CH:16]=[N:15]4)[CH:8]=[CH:7][N:6]=2)[CH2:3][CH2:2]1.[H-].[Na+].[CH3:22]I, predict the reaction product. The product is: [CH:1]1([N:4]([CH3:22])[C:5]2[N:10]=[C:9]([C:11]3[CH:12]=[N:13][N:14]4[C:19]=3[CH:18]=[CH:17][CH:16]=[N:15]4)[CH:8]=[CH:7][N:6]=2)[CH2:2][CH2:3]1. (3) Given the reactants S(Cl)(Cl)=O.[S:5]1[CH:9]=[CH:8][CH:7]=[C:6]1[CH2:10][C:11]([OH:13])=[O:12].[C:14](=O)(O)[O-].[Na+], predict the reaction product. The product is: [S:5]1[CH:9]=[CH:8][CH:7]=[C:6]1[CH2:10][C:11]([O:13][CH3:14])=[O:12]. (4) The product is: [CH2:23]([O:25][C:26](=[O:36])[CH:27]([C:30]1[CH:35]=[CH:34][CH:33]=[CH:32][CH:31]=1)[CH2:28][N:29]1[CH:14]=[C:11]2[C:10]([CH:9]=[C:8]([C:7]([NH:6][CH2:5][C:4]3[CH:20]=[CH:21][CH:22]=[C:2]([Cl:1])[CH:3]=3)=[O:19])[CH:13]=[CH:12]2)=[N:16]1)[CH3:24]. Given the reactants [Cl:1][C:2]1[CH:3]=[C:4]([CH:20]=[CH:21][CH:22]=1)[CH2:5][NH:6][C:7](=[O:19])[C:8]1[CH:13]=[CH:12][C:11]([CH:14]=O)=[C:10]([N+:16]([O-])=O)[CH:9]=1.[CH2:23]([O:25][C:26](=[O:36])[CH:27]([C:30]1[CH:35]=[CH:34][CH:33]=[CH:32][CH:31]=1)[CH2:28][NH2:29])[CH3:24].N1C2C(=CC=CC=2)C=N1, predict the reaction product. (5) Given the reactants Br[C:2]1[CH:3]=[C:4]2[C:9](=[CH:10][CH:11]=1)[N:8]([C:12](=[O:14])[CH3:13])[C@@H:7]([CH3:15])[CH2:6][N:5]2[C:16]1[C:24]2[C:19](=[C:20]([F:25])[CH:21]=[CH:22][CH:23]=2)[N:18]([CH3:26])[N:17]=1.[CH:27]1([N:30]2[CH:34]=[C:33](B3OC(C)(C)C(C)(C)O3)[CH:32]=[N:31]2)[CH2:29][CH2:28]1.C(=O)([O-])[O-].[K+].[K+].O1CCOCC1, predict the reaction product. The product is: [CH:27]1([N:30]2[CH:34]=[C:33]([C:2]3[CH:3]=[C:4]4[C:9](=[CH:10][CH:11]=3)[N:8]([C:12](=[O:14])[CH3:13])[C@@H:7]([CH3:15])[CH2:6][N:5]4[C:16]3[C:24]4[C:19](=[C:20]([F:25])[CH:21]=[CH:22][CH:23]=4)[N:18]([CH3:26])[N:17]=3)[CH:32]=[N:31]2)[CH2:29][CH2:28]1. (6) Given the reactants [N:1]1[CH:6]=[CH:5][CH:4]=[CH:3][C:2]=1[CH:7]([CH:9]1[CH2:14][CH2:13][S:12][CH2:11][CH2:10]1)[OH:8].B1([O-])OO1.[OH2:19].[OH2:20].O.O.[Na+], predict the reaction product. The product is: [O:19]=[S:12]1(=[O:20])[CH2:11][CH2:10][CH:9]([CH:7]([C:2]2[CH:3]=[CH:4][CH:5]=[CH:6][N:1]=2)[OH:8])[CH2:14][CH2:13]1. (7) The product is: [CH3:22][N:23]1[CH:27]([C:28]([OH:30])=[O:29])[CH2:26][N:25]([C:35]2[N:40]=[C:39]([O:41][CH3:42])[CH:38]=[CH:37][N:36]=2)[C:24]1=[O:43]. Given the reactants FC1C=NC(N2CC(C(OC(C)(C)C)=O)N(C)C2=O)=NC=1.[CH3:22][N:23]1[CH:27]([C:28]([O:30]C(C)(C)C)=[O:29])[CH2:26][N:25]([C:35]2[N:40]=[C:39]([O:41][CH3:42])[CH:38]=[CH:37][N:36]=2)[C:24]1=[O:43].FC(F)(F)C(O)=O, predict the reaction product. (8) Given the reactants [CH3:1][O:2][C:3]1[CH:4]=[C:5]([NH:11][C:12]2[N:17]=[C:16]([N:18]3[C:22]([CH3:23])=[CH:21][C:20]([C:24]([F:27])([F:26])[F:25])=[N:19]3)[C:15]([C:28]3[CH:29]=[N:30][C:31]([O:36][CH3:37])=[C:32]([CH:35]=3)[C:33]#[N:34])=[CH:14][N:13]=2)[CH:6]=[C:7]([O:9][CH3:10])[CH:8]=1.C([Sn](=O)CCCC)CCC.[Si]([N:52]=[N+:53]=[N-:54])(C)(C)C, predict the reaction product. The product is: [CH3:1][O:2][C:3]1[CH:4]=[C:5]([NH:11][C:12]2[N:17]=[C:16]([N:18]3[C:22]([CH3:23])=[CH:21][C:20]([C:24]([F:25])([F:26])[F:27])=[N:19]3)[C:15]([C:28]3[CH:29]=[N:30][C:31]([O:36][CH3:37])=[C:32]([C:33]4[NH:54][N:53]=[N:52][N:34]=4)[CH:35]=3)=[CH:14][N:13]=2)[CH:6]=[C:7]([O:9][CH3:10])[CH:8]=1. (9) Given the reactants C(O)(C(F)(F)F)=O.[NH2:8][C:9]1[C:10]([C:14]2[N:15]([CH2:39][CH3:40])[C:16]3[CH:21]=[C:20]([O:22]CC4C=CC(OC)=CC=4)[N:19]=[C:18]([C:32]#[C:33][C:34]([CH3:37])([OH:36])[CH3:35])[C:17]=3[N:38]=2)=[N:11][O:12][N:13]=1, predict the reaction product. The product is: [NH2:8][C:9]1[C:10]([C:14]2[N:15]([CH2:39][CH3:40])[C:16]3[C:17]([N:38]=2)=[C:18]([C:32]#[C:33][C:34]([OH:36])([CH3:37])[CH3:35])[NH:19][C:20](=[O:22])[CH:21]=3)=[N:11][O:12][N:13]=1.